From a dataset of Forward reaction prediction with 1.9M reactions from USPTO patents (1976-2016). Predict the product of the given reaction. (1) Given the reactants S1[CH:5]=[CH:4][N:3]=[C:2]1[CH:6]=O.[NH:8]1[CH:12]=[CH:11][CH:10]=[CH:9]1.[C:13](O)(C(F)(F)F)=O, predict the reaction product. The product is: [CH:5]1[CH:6]=[C:2]([CH2:13][C:12]2[NH:8][CH:9]=[CH:10][CH:11]=2)[NH:3][CH:4]=1. (2) Given the reactants [N:1]1[CH:6]=[CH:5][C:4]([O:7][C@H:8]2[CH2:13][CH2:12][C@H:11]([C:14]([O:16][CH2:17][CH3:18])=[O:15])[CH2:10][CH2:9]2)=[CH:3][CH:2]=1, predict the reaction product. The product is: [NH:1]1[CH2:2][CH2:3][CH:4]([O:7][C@H:8]2[CH2:13][CH2:12][C@H:11]([C:14]([O:16][CH2:17][CH3:18])=[O:15])[CH2:10][CH2:9]2)[CH2:5][CH2:6]1.